Predict the reactants needed to synthesize the given product. From a dataset of Full USPTO retrosynthesis dataset with 1.9M reactions from patents (1976-2016). (1) Given the product [Cl:13][C:10]1[C:9]2[C:4](=[CH:5][C:6]([F:15])=[CH:7][C:8]=2[F:14])[N:3]=[C:2]([C:11]2[CH:2]=[N:3][C:4]([N:18]3[CH2:17][CH2:22][CH2:21][CH2:20][CH2:19]3)=[CH:9][CH:10]=2)[C:11]=1[CH3:12], predict the reactants needed to synthesize it. The reactants are: Cl[C:2]1[C:11]([CH3:12])=[C:10]([Cl:13])[C:9]2[C:4](=[CH:5][C:6]([F:15])=[CH:7][C:8]=2[F:14])[N:3]=1.C[C:17]1[C:22](B2OC(C)(C)C(C)(C)O2)=[CH:21][CH:20]=[CH:19][N:18]=1.C(=O)([O-])[O-].[K+].[K+]. (2) Given the product [Na:30].[CH3:60][C:61]1([CH3:70])[O:66][CH2:65][CH:64]([CH2:67][CH2:9][O:10][C:11]2[CH:16]=[CH:15][N:14]=[C:13]([CH2:17][S:18]([C:20]3[NH:24][C:23]4[CH:25]=[CH:26][CH:27]=[CH:28][C:22]=4[N:21]=3)=[O:19])[C:12]=2[CH3:29])[CH2:63][O:62]1, predict the reactants needed to synthesize it. The reactants are: COC1OCC([CH2:9][O:10][C:11]2[CH:16]=[CH:15][N:14]=[C:13]([CH2:17][S:18]([C:20]3[NH:24][C:23]4[CH:25]=[CH:26][CH:27]=[CH:28][C:22]=4[N:21]=3)=[O:19])[C:12]=2[CH3:29])CO1.[Na:30].COC1OCC(COC2C=CN=C(CS(C3NC4C=CC=CC=4N=3)=O)C=2C)CO1.[CH3:60][C:61]1([CH3:70])[O:66][CH2:65][CH:64]([CH2:67]CO)[CH2:63][O:62]1.